Dataset: Experimentally validated miRNA-target interactions with 360,000+ pairs, plus equal number of negative samples. Task: Binary Classification. Given a miRNA mature sequence and a target amino acid sequence, predict their likelihood of interaction. (1) The miRNA is mmu-miR-466f-3p with sequence CAUACACACACACAUACACAC. The protein sequence of the target gene is MEHHCGLITSNKETVPLKNISVTLSINEFVAAVVATLNYENEEKVPLEATFVFPMDEDSAVYSFEALVDGKKIVAELQDKMKAHSEYEEALSQGHQAYLLEEDDYSRDVFSCNVGNLQPGAKVAVTLRYVQELPLETDGALRYLLPAILNPRYQLSEQSANSCLNIQKPTVPLEDLPYTLNMTATITSQHGIERVQSNCSLSPIQYLTDDKTSAQVSLTEGHKFDRDVELLIYYNEVHSPSVAVEMGMLDMKPDSLMGAPSAMVSFYPDIPEVEASKACGEFVFLMDRSGSMDSPMSTEN.... Result: 1 (interaction). (2) The miRNA is hsa-miR-1245a with sequence AAGUGAUCUAAAGGCCUACAU. Result: 0 (no interaction). The protein sequence of the target gene is MAHITINQYLQQVYEAIDTRDGASCAELVSFKHPHVANPRLQMASPEEKCQQVLEPPYDEMFAAHLRCTYAVGNHDFIEAYKCQTVIVQSFLRAFQAHKEENWALPVMYAVALDLRIFANNADQQLVKKGKSKVGDMLEKAAELLMSCFRVCASDTRAGIEDSKKWGMLFLVNQLFKIYFKINKLHLCKPLIRAIDSSNLKDDYSTAQRITYKYYVGRKAMFDSDFKQAEEYLSFAFEHCHRSSQKNKRMILIYLLPVKMLLGHMPTIELLRKYHLMQFSEVTKAVSEGNLLLLNEALAK....